From a dataset of Reaction yield outcomes from USPTO patents with 853,638 reactions. Predict the reaction yield, written as a fraction of the theoretical maximum amount of product (1.0 means a 100% yield; for example, 0.34 means a 34% yield). (1) The reactants are [NH2:1][C:2]1[CH:7]=[CH:6][C:5]([C:8]([N:10]2[CH2:15][CH2:14][N:13]([CH2:16][CH3:17])[CH2:12][CH2:11]2)=O)=[C:4]([C:18]([F:21])([F:20])[F:19])[CH:3]=1. The catalyst is C1COCC1. The product is [CH2:16]([N:13]1[CH2:14][CH2:15][N:10]([CH2:8][C:5]2[CH:6]=[CH:7][C:2]([NH2:1])=[CH:3][C:4]=2[C:18]([F:21])([F:19])[F:20])[CH2:11][CH2:12]1)[CH3:17]. The yield is 0.694. (2) The reactants are [N:1]([CH2:4][C:5]1[CH:6]=[C:7]([CH:39]=[CH:40][CH:41]=1)[C:8]([NH:10][C:11]1[CH:16]=[CH:15][C:14]([N:17]2[CH2:22][CH2:21][CH2:20][CH2:19][CH2:18]2)=[CH:13][C:12]=1[C:23]([NH:25]/[N:26]=[CH:27]/[C:28]1[CH:33]=[CH:32][C:31]([Cl:34])=[C:30]([C:35]([F:38])([F:37])[F:36])[CH:29]=1)=[O:24])=[O:9])=[N+:2]=[N-:3].[CH2:42]([OH:48])[CH2:43][CH2:44][CH2:45][C:46]#[CH:47]. No catalyst specified. The product is [Cl:34][C:31]1[CH:32]=[CH:33][C:28](/[CH:27]=[N:26]/[NH:25][C:23]([C:12]2[CH:13]=[C:14]([N:17]3[CH2:18][CH2:19][CH2:20][CH2:21][CH2:22]3)[CH:15]=[CH:16][C:11]=2[NH:10][C:8](=[O:9])[C:7]2[CH:39]=[CH:40][CH:41]=[C:5]([CH2:4][N:1]3[CH:47]=[C:46]([CH2:45][CH2:44][CH2:43][CH2:42][OH:48])[N:3]=[N:2]3)[CH:6]=2)=[O:24])=[CH:29][C:30]=1[C:35]([F:38])([F:36])[F:37]. The yield is 0.570. (3) The reactants are C[Si](C)(C)N[Si](C)(C)C.C([Li])CCC.BrC1C=CC(C(=O)CCC)=CC=1F.FC(F)(F)C(N1C=CN=C1)=O.[Br:39][C:40]1[CH:45]=[CH:44][C:43]([C:46](=O)[CH:47]([CH2:54][CH3:55])[C:48](=O)[C:49]([F:52])([F:51])[F:50])=[CH:42][C:41]=1[F:57].Cl.[NH:59]([C:61]1[CH:62]=[CH:63][C:64]([S:67]([NH2:70])(=[O:69])=[O:68])=[N:65][CH:66]=1)[NH2:60]. The catalyst is O1CCCC1.C(O)C. The product is [Br:39][C:40]1[CH:45]=[CH:44][C:43]([C:46]2[N:59]([C:61]3[CH:62]=[CH:63][C:64]([S:67]([NH2:70])(=[O:69])=[O:68])=[N:65][CH:66]=3)[N:60]=[C:48]([C:49]([F:52])([F:51])[F:50])[C:47]=2[CH2:54][CH3:55])=[CH:42][C:41]=1[F:57]. The yield is 0.756.